Task: Regression. Given two drug SMILES strings and cell line genomic features, predict the synergy score measuring deviation from expected non-interaction effect.. Dataset: NCI-60 drug combinations with 297,098 pairs across 59 cell lines (1) Drug 1: CC1=C2C(C(=O)C3(C(CC4C(C3C(C(C2(C)C)(CC1OC(=O)C(C(C5=CC=CC=C5)NC(=O)C6=CC=CC=C6)O)O)OC(=O)C7=CC=CC=C7)(CO4)OC(=O)C)O)C)OC(=O)C. Drug 2: C1C(C(OC1N2C=NC3=C2NC=NCC3O)CO)O. Cell line: NCI-H226. Synergy scores: CSS=43.8, Synergy_ZIP=2.36, Synergy_Bliss=4.30, Synergy_Loewe=-26.6, Synergy_HSA=5.74. (2) Drug 1: C1CCC(C1)C(CC#N)N2C=C(C=N2)C3=C4C=CNC4=NC=N3. Drug 2: CC(C)CN1C=NC2=C1C3=CC=CC=C3N=C2N. Cell line: NCI-H322M. Synergy scores: CSS=-4.14, Synergy_ZIP=1.53, Synergy_Bliss=-0.329, Synergy_Loewe=-4.12, Synergy_HSA=-4.13. (3) Drug 1: CS(=O)(=O)C1=CC(=C(C=C1)C(=O)NC2=CC(=C(C=C2)Cl)C3=CC=CC=N3)Cl. Drug 2: C1CN(P(=O)(OC1)NCCCl)CCCl. Cell line: BT-549. Synergy scores: CSS=7.90, Synergy_ZIP=7.80, Synergy_Bliss=10.6, Synergy_Loewe=8.08, Synergy_HSA=9.30. (4) Drug 1: C1CCC(C1)C(CC#N)N2C=C(C=N2)C3=C4C=CNC4=NC=N3. Drug 2: CC1CCC2CC(C(=CC=CC=CC(CC(C(=O)C(C(C(=CC(C(=O)CC(OC(=O)C3CCCCN3C(=O)C(=O)C1(O2)O)C(C)CC4CCC(C(C4)OC)O)C)C)O)OC)C)C)C)OC. Cell line: SNB-75. Synergy scores: CSS=12.9, Synergy_ZIP=3.78, Synergy_Bliss=3.34, Synergy_Loewe=-10.2, Synergy_HSA=0.0923. (5) Drug 1: CC12CCC3C(C1CCC2=O)CC(=C)C4=CC(=O)C=CC34C. Drug 2: C#CCC(CC1=CN=C2C(=N1)C(=NC(=N2)N)N)C3=CC=C(C=C3)C(=O)NC(CCC(=O)O)C(=O)O. Cell line: HCT116. Synergy scores: CSS=39.3, Synergy_ZIP=-4.99, Synergy_Bliss=-14.5, Synergy_Loewe=-20.4, Synergy_HSA=-14.2. (6) Drug 1: C1C(C(OC1N2C=NC3=C(N=C(N=C32)Cl)N)CO)O. Drug 2: C(CC(=O)O)C(=O)CN.Cl. Cell line: SN12C. Synergy scores: CSS=38.2, Synergy_ZIP=-4.54, Synergy_Bliss=-2.39, Synergy_Loewe=-45.6, Synergy_HSA=-1.57.